The task is: Predict the reaction yield, written as a fraction of the theoretical maximum amount of product (1.0 means a 100% yield; for example, 0.34 means a 34% yield).. This data is from Reaction yield outcomes from USPTO patents with 853,638 reactions. (1) The reactants are [C:1]([C:5]1[CH:10]=[C:9]([S:11][C:12]([S:15][C:16]2[CH:21]=[C:20]([C:22]([CH3:25])([CH3:24])[CH3:23])[C:19]([O:26][CH2:27][CH2:28][CH:29]3[CH:33]([CH2:34][CH2:35][OH:36])[O:32]C(OCC)[O:30]3)=[C:18]([C:40]([CH3:43])([CH3:42])[CH3:41])[CH:17]=2)([CH3:14])[CH3:13])[CH:8]=[C:7]([C:44]([CH3:47])([CH3:46])[CH3:45])[C:6]=1[OH:48])([CH3:4])([CH3:3])[CH3:2].C(O)(=O)C.O. The catalyst is CO. The product is [C:40]([C:18]1[CH:17]=[C:16]([S:15][C:12]([S:11][C:9]2[CH:10]=[C:5]([C:1]([CH3:4])([CH3:3])[CH3:2])[C:6]([OH:48])=[C:7]([C:44]([CH3:47])([CH3:46])[CH3:45])[CH:8]=2)([CH3:14])[CH3:13])[CH:21]=[C:20]([C:22]([CH3:25])([CH3:24])[CH3:23])[C:19]=1[O:26][CH2:27][CH2:28][CH:29]([OH:30])[CH:33]([OH:32])[CH2:34][CH2:35][OH:36])([CH3:43])([CH3:42])[CH3:41]. The yield is 0.650. (2) The reactants are [C:1]([O:5][C:6]([N:8]1[CH2:13][CH2:12][CH:11]([O:14][C:15]2[CH:20]=[CH:19][C:18]([C:21]#[N:22])=[C:17]([CH3:23])[CH:16]=2)[CH2:10][CH2:9]1)=[O:7])([CH3:4])([CH3:3])[CH3:2].CO[CH:26](OC)[N:27]([CH3:29])[CH3:28].N1CC[CH2:34][CH2:33]1.CN(C=O)C. No catalyst specified. The product is [C:1]([O:5][C:6]([N:8]1[CH2:9][CH2:10][CH:11]([O:14][C:15]2[CH:20]=[CH:19][C:18]([C:21]#[N:22])=[C:17](/[CH:23]=[CH:29]/[N:27]3[CH2:26][CH2:34][CH2:33][CH2:28]3)[CH:16]=2)[CH2:12][CH2:13]1)=[O:7])([CH3:4])([CH3:3])[CH3:2]. The yield is 0.930. (3) The reactants are [Cl:1][C:2]1[CH:3]=[C:4]([S:9]([NH:12][C:13]2[CH:21]=[CH:20][C:16]([C:17]([OH:19])=[O:18])=[C:15]([OH:22])[CH:14]=2)(=[O:11])=[O:10])[CH:5]=[C:6]([Cl:8])[CH:7]=1.[CH3:23][O:24][CH2:25][CH:26](O)[CH3:27]. No catalyst specified. The product is [Cl:8][C:6]1[CH:5]=[C:4]([S:9]([NH:12][C:13]2[CH:21]=[CH:20][C:16]([C:17]([O:19][CH:26]([CH3:27])[CH2:25][O:24][CH3:23])=[O:18])=[C:15]([OH:22])[CH:14]=2)(=[O:10])=[O:11])[CH:3]=[C:2]([Cl:1])[CH:7]=1. The yield is 0.820. (4) The reactants are [F:1][C:2]1[CH:7]=[CH:6][CH:5]=[C:4]([F:8])[C:3]=1[C:9](=O)[C:10]([C:15]1[CH:20]=[CH:19][N:18]=[CH:17][CH:16]=1)=[CH:11][N:12](C)C.O.NN.C([N:27](CC)CC)C. The catalyst is C(O)C. The product is [F:1][C:2]1[CH:7]=[CH:6][CH:5]=[C:4]([F:8])[C:3]=1[C:9]1[C:10]([C:15]2[CH:20]=[CH:19][N:18]=[CH:17][CH:16]=2)=[CH:11][NH:12][N:27]=1. The yield is 0.760. (5) No catalyst specified. The product is [C:22]1([CH:28]([C:29]2[CH:30]=[CH:31][CH:32]=[CH:33][CH:34]=2)[S:1][C:2]2[S:3][C:4]3[CH2:13][C:12]4[C:11]([O:14][CH2:15][C:16]([OH:18])=[O:17])=[CH:10][CH:9]=[CH:8][C:7]=4[C:5]=3[N:6]=2)[CH:27]=[CH:26][CH:25]=[CH:24][CH:23]=1. The reactants are [SH:1][C:2]1[S:3][C:4]2[CH2:13][C:12]3[C:11]([O:14][CH2:15][C:16]([O:18]CC)=[O:17])=[CH:10][CH:9]=[CH:8][C:7]=3[C:5]=2[N:6]=1.[Br-].[C:22]1([CH2:28][C:29]2[CH:34]=[CH:33][CH:32]=[CH:31][CH:30]=2)[CH:27]=[CH:26][CH:25]=[CH:24][CH:23]=1. The yield is 0.610. (6) The reactants are [CH:1]1([CH2:6][CH:7]([C:11]2[CH:16]=[CH:15][C:14]([S:17][C:18]([F:21])([F:20])[F:19])=[CH:13][CH:12]=2)[C:8]([OH:10])=O)[CH2:5][CH2:4][CH2:3][CH2:2]1.C1(P(C2C=CC=CC=2)C2C=CC=CC=2)C=CC=CC=1.BrN1C(=O)CCC1=O.[NH2:49][C:50]1[CH:55]=[CH:54][CH:53]=[CH:52][N:51]=1. The catalyst is C(Cl)Cl. The product is [CH:1]1([CH2:6][CH:7]([C:11]2[CH:16]=[CH:15][C:14]([S:17][C:18]([F:21])([F:20])[F:19])=[CH:13][CH:12]=2)[C:8]([NH:49][C:50]2[CH:55]=[CH:54][CH:53]=[CH:52][N:51]=2)=[O:10])[CH2:2][CH2:3][CH2:4][CH2:5]1. The yield is 0.340.